Dataset: Full USPTO retrosynthesis dataset with 1.9M reactions from patents (1976-2016). Task: Predict the reactants needed to synthesize the given product. (1) Given the product [CH2:20]([N:15]([CH2:14][CH:11]1[O:10][C:9]2[CH:19]=[C:5]([S:2]([CH3:1])(=[O:4])=[O:3])[CH:6]=[CH:7][C:8]=2[CH2:13][O:12]1)[CH2:16][CH2:17][CH3:18])[C:21]1[CH:26]=[CH:25][CH:24]=[CH:23][CH:22]=1, predict the reactants needed to synthesize it. The reactants are: [CH3:1][S:2]([C:5]1[CH:6]=[CH:7][C:8]2[CH2:13][O:12][CH:11]([CH2:14][NH:15][CH2:16][CH2:17][CH3:18])[O:10][C:9]=2[CH:19]=1)(=[O:4])=[O:3].[CH2:20](Br)[C:21]1[CH:26]=[CH:25][CH:24]=[CH:23][CH:22]=1.C(=O)([O-])[O-].[K+].[K+].C(#N)C. (2) Given the product [Cl:1][C:2]1[C:3](=[O:27])[N:4]([CH2:24][CH2:25][F:26])[CH:5]=[C:6]([C:9]([N:11]2[CH2:12][CH2:13][CH:14]([C:17]3[CH:18]=[CH:19][C:20]([F:23])=[CH:21][CH:22]=3)[CH2:15][CH2:16]2)=[O:10])[C:7]=1[NH:38][C:35]1[CH:36]=[C:37]2[C:32]([CH:31]=[N:30][N:29]2[CH3:28])=[CH:33][CH:34]=1, predict the reactants needed to synthesize it. The reactants are: [Cl:1][C:2]1[C:3](=[O:27])[N:4]([CH2:24][CH2:25][F:26])[CH:5]=[C:6]([C:9]([N:11]2[CH2:16][CH2:15][CH:14]([C:17]3[CH:22]=[CH:21][C:20]([F:23])=[CH:19][CH:18]=3)[CH2:13][CH2:12]2)=[O:10])[C:7]=1Cl.[CH3:28][N:29]1[C:37]2[C:32](=[CH:33][CH:34]=[C:35]([NH2:38])[CH:36]=2)[CH:31]=[N:30]1. (3) The reactants are: [Si:1]([O:18][CH2:19][CH2:20][CH:21]([N:32]1[CH:37]=[C:36]([O:38][CH3:39])[C:35]([C:40]2[CH:45]=[C:44]([Cl:46])[CH:43]=[CH:42][C:41]=2[C:47]#[N:48])=[CH:34][C:33]1=[O:49])[C:22]([O:24]CC1C=CC=CC=1)=[O:23])([C:14]([CH3:17])([CH3:16])[CH3:15])([C:8]1[CH:13]=[CH:12][CH:11]=[CH:10][CH:9]=1)[C:2]1[CH:7]=[CH:6][CH:5]=[CH:4][CH:3]=1.[OH-].[Na+].Cl. Given the product [Si:1]([O:18][CH2:19][CH2:20][CH:21]([N:32]1[CH:37]=[C:36]([O:38][CH3:39])[C:35]([C:40]2[CH:45]=[C:44]([Cl:46])[CH:43]=[CH:42][C:41]=2[C:47]#[N:48])=[CH:34][C:33]1=[O:49])[C:22]([OH:24])=[O:23])([C:14]([CH3:15])([CH3:16])[CH3:17])([C:8]1[CH:9]=[CH:10][CH:11]=[CH:12][CH:13]=1)[C:2]1[CH:3]=[CH:4][CH:5]=[CH:6][CH:7]=1, predict the reactants needed to synthesize it.